From a dataset of HIV replication inhibition screening data with 41,000+ compounds from the AIDS Antiviral Screen. Binary Classification. Given a drug SMILES string, predict its activity (active/inactive) in a high-throughput screening assay against a specified biological target. The molecule is C=CC1(C)CC(O)C2C(=C)C(=O)OC2C1C(=C)C=O. The result is 0 (inactive).